This data is from Catalyst prediction with 721,799 reactions and 888 catalyst types from USPTO. The task is: Predict which catalyst facilitates the given reaction. Reactant: [Cl:1][S:2]([OH:5])(=O)=[O:3].[CH2:6]([N:8]1[CH:13]2[CH2:14][CH2:15][CH:9]1[CH2:10][CH:11]([CH2:16][C:17]1[CH:22]=[CH:21][CH:20]=[C:19]([F:23])[CH:18]=1)[CH2:12]2)[CH3:7].O. Product: [CH2:6]([N:8]1[CH:9]2[CH2:15][CH2:14][CH:13]1[CH2:12][CH:11]([CH2:16][C:17]1[CH:18]=[C:19]([F:23])[CH:20]=[CH:21][C:22]=1[S:2]([Cl:1])(=[O:5])=[O:3])[CH2:10]2)[CH3:7]. The catalyst class is: 26.